Dataset: Forward reaction prediction with 1.9M reactions from USPTO patents (1976-2016). Task: Predict the product of the given reaction. (1) Given the reactants [CH3:1][Mg]Cl.C12[O:10][CH:7]([CH:8]=[CH:9]1)[CH2:6]C2C(Cl)=O.[Cl-].[NH4+].[O:16]1[CH2:20][CH2:19][CH2:18][CH2:17]1, predict the reaction product. The product is: [OH:10][C:7]([CH:8]1[CH2:9][CH:17]2[O:16][CH:20]1[CH:19]=[CH:18]2)([CH3:1])[CH3:6]. (2) Given the reactants C1C=CC2N(O)N=NC=2C=1.CCN(C(C)C)C(C)C.[O:20]=[C:21]1[CH:26]=[CH:25][CH:24]=[CH:23][N:22]1[C:27]1[CH:32]=[CH:31][C:30]([NH:33][C:34](=[O:39])[CH2:35][C:36]([OH:38])=O)=[CH:29][CH:28]=1.CCN=C=NCCCN(C)C.Cl.Cl.[Br:53][C:54]1[CH:59]=[CH:58][CH:57]=[CH:56][C:55]=1[C:60]([N:62]1[CH2:67][CH2:66][NH:65][CH2:64][CH2:63]1)=[O:61], predict the reaction product. The product is: [Br:53][C:54]1[CH:59]=[CH:58][CH:57]=[CH:56][C:55]=1[C:60]([N:62]1[CH2:63][CH2:64][N:65]([C:36](=[O:38])[CH2:35][C:34]([NH:33][C:30]2[CH:29]=[CH:28][C:27]([N:22]3[CH:23]=[CH:24][CH:25]=[CH:26][C:21]3=[O:20])=[CH:32][CH:31]=2)=[O:39])[CH2:66][CH2:67]1)=[O:61]. (3) Given the reactants C([N-]C(C)C)(C)C.[Li+].Br[CH:10]1[C:17]2[CH:18]=[CH:19][CH:20]=[CH:21][C:16]=2[CH2:15][CH:14]([OH:22])[C:13]2[CH:23]=[CH:24][CH:25]=[CH:26][C:12]=2[CH:11]1Br, predict the reaction product. The product is: [CH:26]1[C:12]2[C:11]#[C:10][C:17]3[CH:18]=[CH:19][CH:20]=[CH:21][C:16]=3[CH2:15][CH:14]([OH:22])[C:13]=2[CH:23]=[CH:24][CH:25]=1. (4) Given the reactants O.O.[C:3]([OH:8])(=[O:7])[C:4]([OH:6])=[O:5].[CH3:9][N:10]1[C:14]([C@@H:15]([C:21]2[CH:26]=[CH:25][CH:24]=[CH:23][CH:22]=2)[O:16][CH2:17][CH2:18][NH:19][CH3:20])=[CH:13][CH:12]=[N:11]1, predict the reaction product. The product is: [C:3]([OH:8])(=[O:7])[C:4]([OH:6])=[O:5].[CH3:9][N:10]1[C:14]([C@@H:15]([C:21]2[CH:26]=[CH:25][CH:24]=[CH:23][CH:22]=2)[O:16][CH2:17][CH2:18][NH:19][CH3:20])=[CH:13][CH:12]=[N:11]1. (5) Given the reactants [OH:1][C@@H:2]([C@@H:16]([NH:24][C:25](=[O:49])[C:26]1[CH:31]=[C:30]([C:32](=[O:42])[NH:33][C@@H:34]([C:36]2[CH:41]=[CH:40][CH:39]=[CH:38][CH:37]=2)[CH3:35])[CH:29]=[C:28]([N:43]([CH3:48])[S:44]([CH3:47])(=[O:46])=[O:45])[CH:27]=1)[CH2:17][C:18]1[CH:23]=[CH:22][CH:21]=[CH:20][CH:19]=1)[CH2:3][NH:4][CH2:5][C:6]1[CH:7]=[C:8]([CH:13]=[CH:14][CH:15]=1)[C:9](OC)=[O:10].CC(C[Al]CC(C)C)C, predict the reaction product. The product is: [OH:1][C@H:2]([CH2:3][NH:4][CH2:5][C:6]1[CH:15]=[CH:14][CH:13]=[C:8]([CH2:9][OH:10])[CH:7]=1)[C@@H:16]([NH:24][C:25](=[O:49])[C:26]1[CH:27]=[C:28]([N:43]([CH3:48])[S:44]([CH3:47])(=[O:45])=[O:46])[CH:29]=[C:30]([C:32]([NH:33][C@@H:34]([C:36]2[CH:37]=[CH:38][CH:39]=[CH:40][CH:41]=2)[CH3:35])=[O:42])[CH:31]=1)[CH2:17][C:18]1[CH:19]=[CH:20][CH:21]=[CH:22][CH:23]=1. (6) Given the reactants B([O-])([O-])O[C:3]1[CH:8]=[CH:7][CH:6]=[C:5]([CH3:9])[CH:4]=1.Cl[C:13]1[CH:22]=[CH:21][C:20]2[C:15](=[CH:16][CH:17]=[C:18]([O:23][CH3:24])[CH:19]=2)[N:14]=1.C(=O)([O-])[O-].[K+].[K+], predict the reaction product. The product is: [CH3:9][C:5]1[CH:4]=[C:3]([C:13]2[CH:22]=[CH:21][C:20]3[C:15](=[CH:16][CH:17]=[C:18]([O:23][CH3:24])[CH:19]=3)[N:14]=2)[CH:8]=[CH:7][CH:6]=1.